This data is from Reaction yield outcomes from USPTO patents with 853,638 reactions. The task is: Predict the reaction yield, written as a fraction of the theoretical maximum amount of product (1.0 means a 100% yield; for example, 0.34 means a 34% yield). (1) The reactants are [C:1]([C:5]1[NH:6][C:7]2[C:12]([CH:13]=1)=[C:11](F)[C:10]([N+:15]([O-:17])=[O:16])=[CH:9][CH:8]=2)([CH3:4])([CH3:3])[CH3:2].[C-:18]#[N:19].[K+].O. The catalyst is CS(C)=O. The product is [C:1]([C:5]1[NH:6][C:7]2[CH:8]=[CH:9][C:10]([N+:15]([O-:17])=[O:16])=[C:11]([C:18]#[N:19])[C:12]=2[CH:13]=1)([CH3:4])([CH3:3])[CH3:2]. The yield is 0.530. (2) The reactants are Cl.[NH2:2][C@@H:3]([CH2:17][CH2:18][CH2:19][CH3:20])[C@@H:4]([OH:16])[CH2:5][NH:6][S:7]([C:10]1[CH:15]=[CH:14][CH:13]=[CH:12][N:11]=1)(=[O:9])=[O:8].Cl.N[C@@H](CCCC)[C@H](O)CNS(C1C=CC=CN=1)(=O)=O.[C:41](=O)([O:60]C1C=CC([N+]([O-])=O)=CC=1)[O:42][C@H:43]([CH2:48][N:49]1[C:53]2[CH:54]=[C:55]([Cl:59])[C:56]([Cl:58])=[CH:57][C:52]=2[N:51]=[CH:50]1)[C:44]([CH3:47])([CH3:46])[CH3:45].C(N(C(C)C)CC)(C)C. The catalyst is CN(C)C=O. The product is [OH:16][C@@H:4]([C@@H:3]([NH:2][C:41](=[O:60])[O:42][C@H:43]([CH2:48][N:49]1[C:53]2[CH:54]=[C:55]([Cl:59])[C:56]([Cl:58])=[CH:57][C:52]=2[N:51]=[CH:50]1)[C:44]([CH3:47])([CH3:46])[CH3:45])[CH2:17][CH2:18][CH2:19][CH3:20])[CH2:5][NH:6][S:7]([C:10]1[CH:15]=[CH:14][CH:13]=[CH:12][N:11]=1)(=[O:9])=[O:8]. The yield is 0.500. (3) The product is [P:1]([OH:37])([OH:39])([O:3][CH2:4][CH2:5][C@@H:6]([NH:23][C:24]([C:26]1[CH:31]=[CH:30][C:29]([O:32][CH:33]([CH3:35])[CH3:34])=[C:28]([Cl:36])[CH:27]=1)=[O:25])[CH2:7][C:8]1[CH:13]=[CH:12][C:11]([C:14]2[N:15]=[C:16]([C:20](=[O:22])[CH3:21])[N:17]([CH3:19])[CH:18]=2)=[CH:10][CH:9]=1)=[O:2]. The catalyst is Br.CC(O)=O. The yield is 0.190. The reactants are [P:1]([O:39]C)([O:37]C)([O:3][CH2:4][CH2:5][C@@H:6]([NH:23][C:24]([C:26]1[CH:31]=[CH:30][C:29]([O:32][CH:33]([CH3:35])[CH3:34])=[C:28]([Cl:36])[CH:27]=1)=[O:25])[CH2:7][C:8]1[CH:13]=[CH:12][C:11]([C:14]2[N:15]=[C:16]([C:20](=[O:22])[CH3:21])[N:17]([CH3:19])[CH:18]=2)=[CH:10][CH:9]=1)=[O:2]. (4) The reactants are [CH2:1]([N:3]([CH2:37][CH3:38])[CH2:4][CH2:5][CH2:6][NH:7][C:8]1[N:9]=[C:10]([C:27]2[CH:28]=[C:29]([CH:33]=[CH:34][C:35]=2[CH3:36])[C:30]([OH:32])=O)[C:11]2[CH:17]=[CH:16][C:15](=[O:18])[N:14]([C:19]3[C:24]([F:25])=[CH:23][CH:22]=[CH:21][C:20]=3[F:26])[C:12]=2[N:13]=1)[CH3:2].CN(C(ON1N=NC2C=CC=CC1=2)=[N+](C)C)C.F[P-](F)(F)(F)(F)F.C(N(CC)CC)C.Cl.[NH2:71][CH2:72][CH2:73][C:74]#[N:75]. The catalyst is CN(C=O)C. The product is [C:72]([CH2:73][CH2:74][NH:75][C:30](=[O:32])[C:29]1[CH:33]=[CH:34][C:35]([CH3:36])=[C:27]([C:10]2[C:11]3[CH:17]=[CH:16][C:15](=[O:18])[N:14]([C:19]4[C:24]([F:25])=[CH:23][CH:22]=[CH:21][C:20]=4[F:26])[C:12]=3[N:13]=[C:8]([NH:7][CH2:6][CH2:5][CH2:4][N:3]([CH2:1][CH3:2])[CH2:37][CH3:38])[N:9]=2)[CH:28]=1)#[N:71]. The yield is 0.210. (5) The reactants are [F:1][CH:2]([F:35])[C:3]1[N:7]([C:8]2[N:13]=[C:12]([N:14]3[CH2:19][CH2:18][O:17][CH2:16][CH2:15]3)[N:11]=[C:10]([N:20]3[CH2:23][CH:22]([NH:24][S:25]([CH3:28])(=[O:27])=[O:26])[CH2:21]3)[N:9]=2)[C:6]2[CH:29]=[CH:30][CH:31]=[C:32]([O:33][CH3:34])[C:5]=2[N:4]=1.[C:36]([O-])([O-])=O.[K+].[K+].IC. The catalyst is CN(C=O)C.O. The product is [F:35][CH:2]([F:1])[C:3]1[N:7]([C:8]2[N:13]=[C:12]([N:14]3[CH2:15][CH2:16][O:17][CH2:18][CH2:19]3)[N:11]=[C:10]([N:20]3[CH2:21][CH:22]([N:24]([CH3:36])[S:25]([CH3:28])(=[O:27])=[O:26])[CH2:23]3)[N:9]=2)[C:6]2[CH:29]=[CH:30][CH:31]=[C:32]([O:33][CH3:34])[C:5]=2[N:4]=1. The yield is 0.830. (6) The reactants are [F:1][C:2]1[CH:10]=[CH:9][C:8]([C:11]([OH:13])=O)=[C:7]2[C:3]=1[CH:4]=[CH:5][NH:6]2.[C:14]([C:18]1[CH:34]=[CH:33][C:21]([CH2:22][NH:23][CH2:24][CH2:25][C:26]2[CH:31]=[CH:30][C:29]([F:32])=[CH:28][CH:27]=2)=[CH:20][CH:19]=1)([CH3:17])([CH3:16])[CH3:15].C(Cl)Cl.CCN=C=NCCCN(C)C.Cl. No catalyst specified. The product is [C:14]([C:18]1[CH:34]=[CH:33][C:21]([CH2:22][N:23]([CH2:24][CH2:25][C:26]2[CH:31]=[CH:30][C:29]([F:32])=[CH:28][CH:27]=2)[C:11]([C:8]2[CH:9]=[CH:10][C:2]([F:1])=[C:3]3[C:7]=2[NH:6][CH:5]=[CH:4]3)=[O:13])=[CH:20][CH:19]=1)([CH3:17])([CH3:15])[CH3:16]. The yield is 0.720. (7) The reactants are O1CCOCC1.Br[C:8]1[C:12]([CH3:14])([CH3:13])[O:11]/[C:10](=[C:15]2/[C:16](=[O:26])[NH:17][C:18]3[C:23]/2=[CH:22][C:21]([F:24])=[C:20]([F:25])[CH:19]=3)/[CH:9]=1.[F:27][C:28]1[N:33]=[CH:32][C:31](B(O)O)=[CH:30][CH:29]=1.C([O-])([O-])=O.[Na+].[Na+]. The catalyst is Cl[Pd](Cl)([P](C1C=CC=CC=1)(C1C=CC=CC=1)C1C=CC=CC=1)[P](C1C=CC=CC=1)(C1C=CC=CC=1)C1C=CC=CC=1.O. The product is [F:24][C:21]1[CH:22]=[C:23]2[C:18](=[CH:19][C:20]=1[F:25])[NH:17][C:16](=[O:26])/[C:15]/2=[C:10]1/[O:11][C:12]([CH3:14])([CH3:13])[C:8]([C:31]2[CH:32]=[N:33][C:28]([F:27])=[CH:29][CH:30]=2)=[CH:9]/1. The yield is 0.380. (8) The reactants are [CH3:1][O:2][CH2:3][O:4][C:5]1[C:6](I)=[C:7]([CH2:25][C:26]([N:28]([CH2:33][CH2:34][OH:35])[CH2:29][CH2:30][O:31][CH3:32])=[O:27])[C:8]([C:15](=[O:24])[C:16]2[CH:21]=[CH:20][C:19]([O:22][CH3:23])=[CH:18][CH:17]=2)=[C:9]([O:11][CH2:12][O:13][CH3:14])[CH:10]=1.[CH2:37]([O:39]C=C[Sn](CCCC)(CCCC)CCCC)[CH3:38].[F-].[NH4+]. The catalyst is C1(C)C=CC=CC=1.CC1C=CC=CC=1[P](C1C=CC=CC=1C)([Pd][P](C1=C(C)C=CC=C1)(C1C=CC=CC=1C)C1C=CC=CC=1C)C1C=CC=CC=1C. The product is [C:37]([C:6]1[C:5]([O:4][CH2:3][O:2][CH3:1])=[CH:10][C:9]([O:11][CH2:12][O:13][CH3:14])=[C:8]([C:15](=[O:24])[C:16]2[CH:21]=[CH:20][C:19]([O:22][CH3:23])=[CH:18][CH:17]=2)[C:7]=1[CH2:25][C:26]([N:28]([CH2:33][CH2:34][OH:35])[CH2:29][CH2:30][O:31][CH3:32])=[O:27])(=[O:39])[CH3:38]. The yield is 0.510.